This data is from Peptide-MHC class I binding affinity with 185,985 pairs from IEDB/IMGT. The task is: Regression. Given a peptide amino acid sequence and an MHC pseudo amino acid sequence, predict their binding affinity value. This is MHC class I binding data. The MHC is HLA-B46:01 with pseudo-sequence HLA-B46:01. The peptide sequence is ETQTGMHAH. The binding affinity (normalized) is 0.0847.